Dataset: Catalyst prediction with 721,799 reactions and 888 catalyst types from USPTO. Task: Predict which catalyst facilitates the given reaction. Reactant: [F:1][C:2]([F:44])([F:43])[C:3]1[CH:4]=[C:5]([C@H:13]([O:15][C@H:16]2[CH2:25][CH2:24][C:23]3[N+:22]([O-:26])=[C:21]([CH2:27][NH:28]C(=O)OC(C)(C)C)[CH:20]=[CH:19][C:18]=3[C@@H:17]2[C:36]2[CH:41]=[CH:40][C:39]([F:42])=[CH:38][CH:37]=2)[CH3:14])[CH:6]=[C:7]([C:9]([F:12])([F:11])[F:10])[CH:8]=1.[ClH:45]. Product: [ClH:45].[F:12][C:9]([F:10])([F:11])[C:7]1[CH:6]=[C:5]([C@H:13]([O:15][C@H:16]2[CH2:25][CH2:24][C:23]3[N+:22]([O-:26])=[C:21]([CH2:27][NH2:28])[CH:20]=[CH:19][C:18]=3[C@@H:17]2[C:36]2[CH:37]=[CH:38][C:39]([F:42])=[CH:40][CH:41]=2)[CH3:14])[CH:4]=[C:3]([C:2]([F:1])([F:43])[F:44])[CH:8]=1. The catalyst class is: 12.